This data is from Full USPTO retrosynthesis dataset with 1.9M reactions from patents (1976-2016). The task is: Predict the reactants needed to synthesize the given product. The reactants are: [CH3:1][O:2][C:3]1[CH:8]=[CH:7][C:6]([N:9]2[CH2:14][CH2:13][N:12]([CH2:15][CH2:16][NH2:17])[CH2:11][CH2:10]2)=[CH:5][CH:4]=1.[C:18]([N:22]1[C:26]([C:27]2[CH:32]=[CH:31][C:30]([CH3:33])=[CH:29][CH:28]=2)=[CH:25][C:24]([CH:34]=O)=[N:23]1)([CH3:21])([CH3:20])[CH3:19]. Given the product [C:18]([N:22]1[C:26]([C:27]2[CH:28]=[CH:29][C:30]([CH3:33])=[CH:31][CH:32]=2)=[CH:25][C:24]([CH2:34][NH:17][CH2:16][CH2:15][N:12]2[CH2:11][CH2:10][N:9]([C:6]3[CH:5]=[CH:4][C:3]([O:2][CH3:1])=[CH:8][CH:7]=3)[CH2:14][CH2:13]2)=[N:23]1)([CH3:21])([CH3:20])[CH3:19], predict the reactants needed to synthesize it.